Dataset: Reaction yield outcomes from USPTO patents with 853,638 reactions. Task: Predict the reaction yield, written as a fraction of the theoretical maximum amount of product (1.0 means a 100% yield; for example, 0.34 means a 34% yield). (1) The reactants are Br[C:2]1[CH:7]=[C:6]([C:8]([F:11])([F:10])[F:9])[CH:5]=[CH:4][C:3]=1[NH:12][CH2:13][C:14]1[CH2:15][N:16]([C:19]([O:21][C:22]([CH3:25])([CH3:24])[CH3:23])=[O:20])[CH2:17][CH:18]=1.C([SnH](CCCC)CCCC)CCC.N(C(C)(C)C#N)=NC(C)(C)C#N. The catalyst is C1C=CC=CC=1. The product is [F:9][C:8]([F:11])([F:10])[C:6]1[CH:7]=[C:2]2[C:14]3([CH2:18][CH2:17][N:16]([C:19]([O:21][C:22]([CH3:25])([CH3:24])[CH3:23])=[O:20])[CH2:15]3)[CH2:13][NH:12][C:3]2=[CH:4][CH:5]=1. The yield is 0.420. (2) The reactants are [NH2:1][C:2]1[CH:3]=[C:4]([CH:15]=[CH:16][C:17]=1[S:18][C:19]1[CH:24]=[CH:23][C:22]([OH:25])=[CH:21][CH:20]=1)[C:5]([NH:7][CH2:8][C:9]1[CH:14]=[CH:13][CH:12]=[CH:11][CH:10]=1)=[O:6].C([C:28]1[C:29]([N:35]=[CH:36][N:37]([CH3:39])C)=[N:30][C:31]([CH3:34])=[CH:32][CH:33]=1)#N.NC1C=C(C=CC=1SC1C=CC(O)=CC=1)C(NC1C=CC(Br)=CC=1)=O. No catalyst specified. The product is [CH2:8]([NH:7][C:5](=[O:6])[C:4]1[CH:15]=[CH:16][C:17]([S:18][C:19]2[CH:20]=[CH:21][C:22]([OH:25])=[CH:23][CH:24]=2)=[C:2]([NH:1][C:39]2[C:28]3[CH:33]=[CH:32][C:31]([CH3:34])=[N:30][C:29]=3[N:35]=[CH:36][N:37]=2)[CH:3]=1)[C:9]1[CH:10]=[CH:11][CH:12]=[CH:13][CH:14]=1. The yield is 0.540. (3) The reactants are [F:1][C:2]([F:15])([F:14])[C:3]1[CH:8]=[CH:7][N:6]=[C:5]([CH2:9][C:10](OC)=[O:11])[CH:4]=1.[NH3:16]. The catalyst is CO. The product is [F:1][C:2]([F:15])([F:14])[C:3]1[CH:8]=[CH:7][N:6]=[C:5]([CH2:9][C:10]([NH2:16])=[O:11])[CH:4]=1. The yield is 0.960.